From a dataset of Catalyst prediction with 721,799 reactions and 888 catalyst types from USPTO. Predict which catalyst facilitates the given reaction. (1) The catalyst class is: 5. Product: [Cl:1][C:2]1[CH:7]=[CH:6][C:5]([C:8]2[C:9](=[O:25])[NH:10][N:11]([CH:19]3[CH2:20][CH2:21][N:22]([CH3:26])[CH2:23][CH2:24]3)[C:12]=2[C:13]2[CH:14]=[CH:15][N:16]=[CH:17][CH:18]=2)=[CH:4][CH:3]=1. Reactant: [Cl:1][C:2]1[CH:7]=[CH:6][C:5]([C:8]2[C:9](=[O:25])[NH:10][N:11]([CH:19]3[CH2:24][CH2:23][NH:22][CH2:21][CH2:20]3)[C:12]=2[C:13]2[CH:18]=[CH:17][N:16]=[CH:15][CH:14]=2)=[CH:4][CH:3]=1.[CH2:26]=O.[BH4-].[Na+]. (2) Reactant: C(OC([NH:8][C:9]1[CH:14]=[CH:13][C:12]([S:15][C:16]2[CH:37]=[CH:36][C:19]([C:20]([NH:22][C:23]([C:30]3[CH:35]=[CH:34][CH:33]=[CH:32][CH:31]=3)([CH3:29])[C:24]([O:26][CH2:27][CH3:28])=[O:25])=[O:21])=[CH:18][C:17]=2[NH:38][C:39]2[C:40]3[CH:48]=[CH:47][C:46]([CH:49]([CH3:51])[CH3:50])=[N:45][C:41]=3[N:42]=[CH:43][N:44]=2)=[CH:11][CH:10]=1)=O)(C)(C)C.FC(F)(F)C(O)=O. Product: [NH2:8][C:9]1[CH:10]=[CH:11][C:12]([S:15][C:16]2[CH:37]=[CH:36][C:19]([C:20]([NH:22][C:23]([C:30]3[CH:35]=[CH:34][CH:33]=[CH:32][CH:31]=3)([CH3:29])[C:24]([O:26][CH2:27][CH3:28])=[O:25])=[O:21])=[CH:18][C:17]=2[NH:38][C:39]2[C:40]3[CH:48]=[CH:47][C:46]([CH:49]([CH3:50])[CH3:51])=[N:45][C:41]=3[N:42]=[CH:43][N:44]=2)=[CH:13][CH:14]=1. The catalyst class is: 4. (3) Reactant: [Cl:1][C:2]1[N:7]=[CH:6][C:5]([C:8]([OH:10])=O)=[CH:4][CH:3]=1.CN(C=O)C.S(Cl)([Cl:18])=O. Product: [Cl:1][C:2]1[N:7]=[CH:6][C:5]([C:8]([Cl:18])=[O:10])=[CH:4][CH:3]=1. The catalyst class is: 11. (4) Reactant: [Br-].[CH2:2]([O:4][C:5](=[O:10])[CH2:6][CH2:7][CH2:8][Zn+])[CH3:3].Br[C:12]1[CH:17]=[CH:16][CH:15]=[C:14]([O:18][C:19]([F:22])([F:21])[F:20])[CH:13]=1. Product: [F:20][C:19]([F:21])([F:22])[O:18][C:14]1[CH:13]=[C:12]([CH2:8][CH2:7][CH2:6][C:5]([O:4][CH2:2][CH3:3])=[O:10])[CH:17]=[CH:16][CH:15]=1. The catalyst class is: 450. (5) Reactant: [H-].[Na+].C(OP([CH2:11][C:12]([O:14][CH2:15][CH3:16])=[O:13])(OCC)=O)C.[CH3:17][C:18]1[N:28]=[C:21]2[C:22]([CH:26]=O)=[CH:23][CH:24]=[CH:25][N:20]2[N:19]=1.O. Product: [CH3:17][C:18]1[N:28]=[C:21]2[C:22](/[CH:26]=[CH:11]/[C:12]([O:14][CH2:15][CH3:16])=[O:13])=[CH:23][CH:24]=[CH:25][N:20]2[N:19]=1. The catalyst class is: 7. (6) Reactant: C([O:7][CH2:8][C@H:9]([C@@H:11]1[C@:19]2([CH3:20])[C@H:14]([C@@H:15]([O:21][Si:22]([C:25]([CH3:28])([CH3:27])[CH3:26])([CH3:24])[CH3:23])[CH2:16][CH2:17][CH2:18]2)[CH2:13][CH2:12]1)[CH3:10])(=O)C(C)(C)C.[H-].[Al+3].[Li+].[H-].[H-].[H-]. Product: [Si:22]([O:21][C@H:15]1[CH2:16][CH2:17][CH2:18][C@@:19]2([CH3:20])[C@H:14]1[CH2:13][CH2:12][C@@H:11]2[C@H:9]([CH3:10])[CH2:8][OH:7])([C:25]([CH3:28])([CH3:27])[CH3:26])([CH3:24])[CH3:23]. The catalyst class is: 28. (7) Reactant: [CH2:1]([OH:5])[CH2:2][CH:3]=[CH2:4].[S:6](Cl)([C:9]1[CH:15]=[CH:14][C:12]([CH3:13])=[CH:11][CH:10]=1)(=[O:8])=[O:7]. Product: [CH2:1]([OH:5])[CH2:2][CH:3]=[CH2:4].[CH3:13][C:12]1[CH:14]=[CH:15][C:9]([S:6]([O-:5])(=[O:8])=[O:7])=[CH:10][CH:11]=1. The catalyst class is: 17. (8) Reactant: [CH3:1][NH:2][C:3](=[O:13])[CH2:4][N:5]1[CH:9]=[C:8]([N+:10]([O-])=O)[CH:7]=[N:6]1. Product: [NH2:10][C:8]1[CH:7]=[N:6][N:5]([CH2:4][C:3]([NH:2][CH3:1])=[O:13])[CH:9]=1. The catalyst class is: 19. (9) Reactant: CS(O[CH2:6][CH2:7][CH:8]1[N:13]2[CH:14]=[C:15]([I:17])[CH:16]=[C:12]2[C:11](=[O:18])[NH:10][CH2:9]1)(=O)=O.[N-:19]=[N+:20]=[N-:21].[Na+]. Product: [N:19]([CH2:6][CH2:7][CH:8]1[N:13]2[CH:14]=[C:15]([I:17])[CH:16]=[C:12]2[C:11](=[O:18])[NH:10][CH2:9]1)=[N+:20]=[N-:21]. The catalyst class is: 444.